This data is from Forward reaction prediction with 1.9M reactions from USPTO patents (1976-2016). The task is: Predict the product of the given reaction. (1) The product is: [CH3:1][N:2]1[CH2:18][C:16]2[CH:15]=[CH:14][C:13]([O:19][CH3:20])=[C:12]3[C:17]=2[C@:5]2([C@@H:10]([O:11]3)[CH2:9][C@@H:8]([OH:21])[CH:7]=[CH:6]2)[CH2:4][CH2:3]1. Given the reactants [CH3:1][N:2]1[CH2:18][C:16]2=[C:17]3[C:12](=[C:13]([O:19][CH3:20])[CH:14]=[CH:15]2)[O:11][C@@H:10]2[C@:5]3([CH:6]=[CH:7][C@H:8]([OH:21])[CH2:9]2)[CH2:4][CH2:3]1.Cl.CN1CC2C=CC(OC)=C3C=2[C@]2([C@@H](O3)CC(=O)C=C2)CC1.[BH4-].[Na+].N, predict the reaction product. (2) Given the reactants C(O[C:4](=[O:21])[CH:5]([N:7]1[C:12]2[CH:13]=[C:14]([N+:17]([O-:19])=[O:18])[CH:15]=[CH:16][C:11]=2[O:10][CH2:9][C:8]1=S)[CH3:6])C.O.[NH2:23][NH2:24], predict the reaction product. The product is: [CH3:6][CH:5]1[N:7]2[C:8]([CH2:9][O:10][C:11]3[C:12]2=[CH:13][C:14]([N+:17]([O-:19])=[O:18])=[CH:15][CH:16]=3)=[N:24][NH:23][C:4]1=[O:21]. (3) Given the reactants [CH:1]([NH:4][C:5]1[C:10]2[C:11]([C:23]3[N:28]=[CH:27][N:26]=[C:25]([C:29]([OH:31])=O)[CH:24]=3)=[N:12][N:13](CC3C=CC(OC)=CC=3)[C:9]=2[CH:8]=[CH:7][N:6]=1)([CH3:3])[CH3:2].[CH:32]([NH:35][C:36]1C2C(C3N=CN=C(C(OCC)=O)C=3)=NN(CC3C=CC(OC)=CC=3)C=2C=CN=1)(C)C.[OH-].[Li+], predict the reaction product. The product is: [CH:1]([NH:4][C:5]1[C:10]2[C:11]([C:23]3[N:28]=[CH:27][N:26]=[C:25]([C:29]([N:35]([CH3:36])[CH3:32])=[O:31])[CH:24]=3)=[N:12][NH:13][C:9]=2[CH:8]=[CH:7][N:6]=1)([CH3:3])[CH3:2]. (4) Given the reactants [O:1]=[C:2]1[CH2:11][CH2:10][C:9]2[C:4](=[CH:5][CH:6]=[CH:7][CH:8]=2)[N:3]1[C:12]([O:14][C:15]([CH3:18])([CH3:17])[CH3:16])=[O:13].C(=O)=O.[C:22]1([Li])[CH:27]=[CH:26][CH:25]=[CH:24][CH:23]=1.[Cl-].[NH4+], predict the reaction product. The product is: [O:1]=[C:2]([C:22]1[CH:27]=[CH:26][CH:25]=[CH:24][CH:23]=1)[CH2:11][CH2:10][C:9]1[CH:8]=[CH:7][CH:6]=[CH:5][C:4]=1[NH:3][C:12](=[O:13])[O:14][C:15]([CH3:18])([CH3:17])[CH3:16]. (5) Given the reactants [CH3:1][O:2][C:3]1[CH:8]=[CH:7][C:6]([C:9]2[CH:14]=[CH:13][CH:12]=[C:11]([O:15][C:16]3[CH:23]=[CH:22][C:19]([CH:20]=O)=[CH:18][CH:17]=3)[CH:10]=2)=[CH:5][CH:4]=1.[S:24]1[CH2:28][C:27](=[O:29])[NH:26][C:25]1=[O:30].C(O)(=O)C1C=CC=CC=1.N1CCCCC1, predict the reaction product. The product is: [CH3:1][O:2][C:3]1[CH:4]=[CH:5][C:6]([C:9]2[CH:14]=[CH:13][CH:12]=[C:11]([O:15][C:16]3[CH:23]=[CH:22][C:19]([CH:20]=[C:28]4[S:24][C:25](=[O:30])[NH:26][C:27]4=[O:29])=[CH:18][CH:17]=3)[CH:10]=2)=[CH:7][CH:8]=1.